From a dataset of Experimentally validated miRNA-target interactions with 360,000+ pairs, plus equal number of negative samples. Binary Classification. Given a miRNA mature sequence and a target amino acid sequence, predict their likelihood of interaction. (1) The miRNA is mmu-miR-149-5p with sequence UCUGGCUCCGUGUCUUCACUCCC. The protein sequence of the target gene is MSLYPSLEDLKVDKVIQAQTAYSANPASQAFVLVDASAALPPDGNLYPKLYPELSQYMGLSLNEAEICESMPMVSGAPAQGQLVARPSSVNYMVAPVTGNDAGIRRAEIKQGIREVILCKDQDGKIGLRLKSIDNGIFVQLVQANSPASLVGLRFGDQVLQINGENCAGWSSDKAHKVLKQAFGEKITMTIRDRPFERTVTMHKDSSGHVGFIFKSGKITSIVKDSSAARNGLLTDHHICEINGQNVIGLKDAQIADILSTAGTVVTITIMPTFIFEHIIKRMAPSIMKSLMDHTIPEV. Result: 1 (interaction). (2) The miRNA is hsa-miR-6783-5p with sequence UAGGGGAAAAGUCCUGAUCCGG. The protein sequence of the target gene is MKDKRKKKDRTWAEAARLALEKHPNSPMTAKQILEVIQKEGLKETSGTSPLACLNAMLHTNTRIGDGTFFKIPGKSGLYALKKEESSCPADGTLDLVCESELDGTDMAEANAHGEENGVCSKQVTDEASSTRDSSLTNTAVQSKLVSSFQQHTKKALKQALRQQQKRRNGVSMMVNKTVPRVVLTPLKVSDEQSDSPSGSESKNGEADSSDKEMKHGQKSPTGKQTSQHLKRLKKSGLGHLKWTKAEDIDIETPGSILVNTNLRALINKHTFASLPQHFQQYLLLLLPEVDRQMGSDGIL.... Result: 1 (interaction). (3) The miRNA is hsa-miR-92a-3p with sequence UAUUGCACUUGUCCCGGCCUGU. The protein sequence of the target gene is MWALCSLLRSAAGRTMSQGRTISQAPARRERPRKDPLRHLRTREKRGPSGCSGGPNTVYLQVVAAGSRDSGAALYVFSEFNRYLFNCGEGVQRLMQEHKLKVARLDNIFLTRMHWSNVGGLSGMILTLKETGLPKCVLSGPPQLEKYLEAIKIFSGPLKGIELAVRPHSAPEYEDETMTVYQIPIHSEQRRGKHQPWQSPERPLSRLSPERSSDSESNENEPHLPHGVSQRRGVRDSSLVVAFICKLHLKRGNFLVLKAKEMGLPVGTAAIAPIIAAVKDGKSITHEGREILAEELCTPP.... Result: 1 (interaction). (4) The miRNA is hsa-miR-548am-5p with sequence AAAAGUAAUUGCGGUUUUUGCC. The protein sequence of the target gene is MARTLRPSPLCPGGGKAQLSSASLLGAGLLLQPPTPPPLLLLLFPLLLFSRLCGALAGPIIVEPHVTAVWGKNVSLKCLIEVNETITQISWEKIHGKSSQTVAVHHPQYGFSVQGEYQGRVLFKNYSLNDATITLHNIGFSDSGKYICKAVTFPLGNAQSSTTVTVLVEPTVSLIKGPDSLIDGGNETVAAICIAATGKPVAHIDWEGDLGEMESTTTSFPNETATIISQYKLFPTRFARGRRITCVVKHPALEKDIRYSFILDIQYAPEVSVTGYDGNWFVGRKGVNLKCNADANPPPF.... Result: 1 (interaction). (5) The miRNA is hsa-miR-4999-5p with sequence UGCUGUAUUGUCAGGUAGUGA. The protein sequence of the target gene is MRRSGTALSFLWTERVREPVDSGVAPVSPLGGGVILRRFSGTLLLPPLSSRLGSSGEAESAAHVVFTIGTQGTQRNLGSAQSSFDLENGLPGGKGLLDAQSGPSLGRALQPPVHHVQRRESFLYRSDSDHEPSPKAVSRTSSAASDLHGEDMIVTPFAQVLASLRTVRNNVAALAHGPGSATRQVLLGTPPHSSQQAAPTEDSGLQLVQETLEELDWCLEQLETLQTRRSVGEMASNKFKRMLNRELSYLSETSRSGNQVSEYISQTFLDQQAEVELPQPPTEDDPWPMAQITELRRSSH.... Result: 0 (no interaction). (6) The miRNA is cel-miR-798 with sequence UAAGCCUUACAUAUUGACUGA. Result: 0 (no interaction). The protein sequence of the target gene is MLSRKGIIPEEYVLTRLAEDPAEPRYRTRERRARFVSKKGNCNVAHKNIREQGRFLQDVFTTLVDLKWPHTLLIFTMSFLCSWLLFAMVWWLIAFAHGDLAPGEGTNVPCVTSIHSFSSAFLFSIEVQVTIGFGGRMVTEECPLAILILIVQNIVGLMINAIMLGCIFMKTAQAHRRAETLIFSKHAVITLRHGRLCFMLRVGDLRKSMIISATIHMQVVRKTTSPEGEVVPLHQVDIPMENGVGGNGIFLVAPLIIYHVIDSNSPLYDLAPSDLHHHQDLEIIVILEGVVETTGITTQA.... (7) The protein sequence of the target gene is MVDSVYRTRSLGVAAEGLPDQYADGEAARVWQLYIGDTRSRTAEYKAWLLGLLRQHGCQRVLDVACGTGVDSIMLVEEGFSVTSVDASDKMLKYALKERWNRRHEPAFDKWVIEEANWMTLDKDVPQSAEGGFDAVICLGNSFAHLPDCKGDQSEHRLALKNIASMVRAGGLLVIDHRNYDHILSTGCAPPGKNIYYKSDLTKDVTTSVLIVNNKAHMVTLDYTVQVPGAGQDGSPGLSKFRLSYYPHCLASFTELLQAAFGGKCQHSVLGDFKPYKPGQTYIPCYFIHVLKRTD. The miRNA is mmu-miR-384-3p with sequence AUUCCUAGAAAUUGUUCACAAU. Result: 0 (no interaction).